The task is: Predict which catalyst facilitates the given reaction.. This data is from Catalyst prediction with 721,799 reactions and 888 catalyst types from USPTO. Product: [OH:26][C:20]1[CH:19]=[C:18]([C@H:12]([N:8]2[C:9](=[O:11])[C:10]3[C:6](=[CH:5][CH:4]=[CH:3][C:2]=3[NH:1][C:37]([CH:34]3[CH2:36][CH2:35]3)=[O:38])[CH2:7]2)[CH2:13][S:14]([CH3:17])(=[O:16])=[O:15])[CH:23]=[CH:22][C:21]=1[OH:24]. The catalyst class is: 1. Reactant: [NH2:1][C:2]1[CH:3]=[CH:4][CH:5]=[C:6]2[C:10]=1[C:9](=[O:11])[N:8]([C@@H:12]([C:18]1[CH:23]=[CH:22][C:21]([O:24]C)=[C:20]([O:26]CC)[CH:19]=1)[CH2:13][S:14]([CH3:17])(=[O:16])=[O:15])[CH2:7]2.[Si](I)(C)(C)C.[CH:34]1([C:37](Cl)=[O:38])[CH2:36][CH2:35]1.